The task is: Regression. Given two drug SMILES strings and cell line genomic features, predict the synergy score measuring deviation from expected non-interaction effect.. This data is from NCI-60 drug combinations with 297,098 pairs across 59 cell lines. (1) Drug 1: CC1C(C(=O)NC(C(=O)N2CCCC2C(=O)N(CC(=O)N(C(C(=O)O1)C(C)C)C)C)C(C)C)NC(=O)C3=C4C(=C(C=C3)C)OC5=C(C(=O)C(=C(C5=N4)C(=O)NC6C(OC(=O)C(N(C(=O)CN(C(=O)C7CCCN7C(=O)C(NC6=O)C(C)C)C)C)C(C)C)C)N)C. Drug 2: CC1=C(N=C(N=C1N)C(CC(=O)N)NCC(C(=O)N)N)C(=O)NC(C(C2=CN=CN2)OC3C(C(C(C(O3)CO)O)O)OC4C(C(C(C(O4)CO)O)OC(=O)N)O)C(=O)NC(C)C(C(C)C(=O)NC(C(C)O)C(=O)NCCC5=NC(=CS5)C6=NC(=CS6)C(=O)NCCC[S+](C)C)O. Cell line: NCI/ADR-RES. Synergy scores: CSS=34.0, Synergy_ZIP=0.692, Synergy_Bliss=-0.421, Synergy_Loewe=-6.94, Synergy_HSA=-1.82. (2) Drug 1: CC1OCC2C(O1)C(C(C(O2)OC3C4COC(=O)C4C(C5=CC6=C(C=C35)OCO6)C7=CC(=C(C(=C7)OC)O)OC)O)O. Drug 2: C1CNP(=O)(OC1)N(CCCl)CCCl. Cell line: HCT-15. Synergy scores: CSS=35.3, Synergy_ZIP=0.0374, Synergy_Bliss=0.119, Synergy_Loewe=-54.4, Synergy_HSA=-0.597. (3) Drug 1: C1=C(C(=O)NC(=O)N1)N(CCCl)CCCl. Drug 2: C1CN(CCN1C(=O)CCBr)C(=O)CCBr. Cell line: UACC-257. Synergy scores: CSS=8.59, Synergy_ZIP=-2.86, Synergy_Bliss=0.801, Synergy_Loewe=-3.24, Synergy_HSA=-1.83. (4) Drug 1: CN(C)C(=N)N=C(N)N. Drug 2: CC1(CCCN1)C2=NC3=C(C=CC=C3N2)C(=O)N. Cell line: T-47D. Synergy scores: CSS=2.69, Synergy_ZIP=8.80, Synergy_Bliss=5.80, Synergy_Loewe=2.95, Synergy_HSA=3.30. (5) Drug 1: CC(C)(C#N)C1=CC(=CC(=C1)CN2C=NC=N2)C(C)(C)C#N. Drug 2: C1=NC2=C(N=C(N=C2N1C3C(C(C(O3)CO)O)F)Cl)N. Cell line: IGROV1. Synergy scores: CSS=-4.58, Synergy_ZIP=2.39, Synergy_Bliss=-1.17, Synergy_Loewe=-7.98, Synergy_HSA=-7.72. (6) Drug 1: CCCS(=O)(=O)NC1=C(C(=C(C=C1)F)C(=O)C2=CNC3=C2C=C(C=N3)C4=CC=C(C=C4)Cl)F. Drug 2: CC1CCCC2(C(O2)CC(NC(=O)CC(C(C(=O)C(C1O)C)(C)C)O)C(=CC3=CSC(=N3)C)C)C. Cell line: OVCAR-5. Synergy scores: CSS=-2.27, Synergy_ZIP=8.67, Synergy_Bliss=1.97, Synergy_Loewe=-8.17, Synergy_HSA=-4.28. (7) Drug 1: C1=CC(=CC=C1CC(C(=O)O)N)N(CCCl)CCCl.Cl. Drug 2: COCCOC1=C(C=C2C(=C1)C(=NC=N2)NC3=CC=CC(=C3)C#C)OCCOC.Cl. Cell line: PC-3. Synergy scores: CSS=10.7, Synergy_ZIP=-1.57, Synergy_Bliss=3.28, Synergy_Loewe=-0.963, Synergy_HSA=2.72.